From a dataset of Peptide-MHC class I binding affinity with 185,985 pairs from IEDB/IMGT. Regression. Given a peptide amino acid sequence and an MHC pseudo amino acid sequence, predict their binding affinity value. This is MHC class I binding data. (1) The peptide sequence is ASLGPLRETY. The MHC is HLA-A26:01 with pseudo-sequence HLA-A26:01. The binding affinity (normalized) is 0. (2) The peptide sequence is ISDPAFKVF. The MHC is HLA-B07:02 with pseudo-sequence HLA-B07:02. The binding affinity (normalized) is 0.0847. (3) The binding affinity (normalized) is 0. The peptide sequence is LFLDGIDKA. The MHC is HLA-B35:01 with pseudo-sequence HLA-B35:01. (4) The peptide sequence is ERTDLFFPV. The MHC is HLA-A02:03 with pseudo-sequence HLA-A02:03. The binding affinity (normalized) is 0.0847. (5) The peptide sequence is REILFHNTM. The MHC is HLA-B07:02 with pseudo-sequence HLA-B07:02. The binding affinity (normalized) is 0.0847. (6) The peptide sequence is KSIQHLTV. The MHC is H-2-Kb with pseudo-sequence H-2-Kb. The binding affinity (normalized) is 0.502.